From a dataset of Full USPTO retrosynthesis dataset with 1.9M reactions from patents (1976-2016). Predict the reactants needed to synthesize the given product. (1) Given the product [Cl:31][C:24]1[CH:23]=[C:22]([C:19]2[CH:20]=[CH:21][N:17]([CH2:16][C@@H:15]([NH:14][C:6]([C:5]3[NH:1][N:2]=[C:3]([C:9]4[NH:10][N:11]=[CH:12][CH:13]=4)[CH:4]=3)=[O:8])[CH3:32])[N:18]=2)[CH:29]=[C:28]([F:30])[C:25]=1[C:26]#[N:27], predict the reactants needed to synthesize it. The reactants are: [NH:1]1[C:5]([C:6]([OH:8])=O)=[CH:4][C:3]([C:9]2[NH:10][N:11]=[CH:12][CH:13]=2)=[N:2]1.[NH2:14][C@@H:15]([CH3:32])[CH2:16][N:17]1[CH:21]=[CH:20][C:19]([C:22]2[CH:29]=[C:28]([F:30])[C:25]([C:26]#[N:27])=[C:24]([Cl:31])[CH:23]=2)=[N:18]1.CN(C=O)C. (2) Given the product [Br:27][C:28]1[CH:35]=[CH:34][C:31]([CH:32]([OH:33])[C:2]2[CH:15]=[CH:14][CH:13]=[C:4]([O:5][Si:6]([C:9]([CH3:12])([CH3:11])[CH3:10])([CH3:8])[CH3:7])[CH:3]=2)=[CH:30][CH:29]=1, predict the reactants needed to synthesize it. The reactants are: Br[C:2]1[CH:3]=[C:4]([CH:13]=[CH:14][CH:15]=1)[O:5][Si:6]([C:9]([CH3:12])([CH3:11])[CH3:10])([CH3:8])[CH3:7].C([Li])CCC.CCCCCC.[Br:27][C:28]1[CH:35]=[CH:34][C:31]([CH:32]=[O:33])=[CH:30][CH:29]=1. (3) Given the product [CH2:1]([O:8][C:9]([N:11]1[CH2:15][C@@H:14]([OH:16])[CH2:13][C@@H:12]1[CH2:24][C:25]1[C:26]([CH3:32])=[N:27][N:28]([CH3:31])[C:29]=1[CH3:30])=[O:10])[C:2]1[CH:3]=[CH:4][CH:5]=[CH:6][CH:7]=1, predict the reactants needed to synthesize it. The reactants are: [CH2:1]([O:8][C:9]([N:11]1[CH2:15][C@@H:14]([O:16][Si](C(C)(C)C)(C)C)[CH2:13][C@@H:12]1[CH2:24][C:25]1[C:26]([CH3:32])=[N:27][N:28]([CH3:31])[C:29]=1[CH3:30])=[O:10])[C:2]1[CH:7]=[CH:6][CH:5]=[CH:4][CH:3]=1.[F-].C([N+](CCCC)(CCCC)CCCC)CCC.C(=O)(O)[O-].[Na+]. (4) Given the product [C:6]([C:5]1[CH:8]=[CH:9][C:2]([C:31]#[C:30][CH2:29][OH:32])=[CH:3][CH:4]=1)#[N:7], predict the reactants needed to synthesize it. The reactants are: I[C:2]1[CH:9]=[CH:8][C:5]([C:6]#[N:7])=[CH:4][CH:3]=1.C1(P(C2C=CC=CC=2)C2C=CC=CC=2)C=CC=CC=1.[CH2:29]([OH:32])[C:30]#[CH:31].C(N(C(C)C)CC)(C)C. (5) Given the product [OH:19][C:16]1[CH:17]=[CH:18][C:13]([C:10]2[O:11][C:12]3[C:4]([CH:1]([CH3:2])[CH3:3])=[CH:5][C:6]([OH:21])=[CH:7][C:8]=3[CH:9]=2)=[CH:14][CH:15]=1, predict the reactants needed to synthesize it. The reactants are: [CH:1]([C:4]1[C:12]2[O:11][C:10]([C:13]3[CH:18]=[CH:17][C:16]([O:19]C)=[CH:15][CH:14]=3)=[CH:9][C:8]=2[CH:7]=[C:6]([O:21]C)[CH:5]=1)([CH3:3])[CH3:2].Cl.N1C=CC=CC=1. (6) Given the product [F:28][C:10]1[CH:11]=[C:12]2[C:7](=[CH:8][CH:9]=1)[CH:6]=[C:5]([CH2:4][C:3]([OH:29])=[O:2])[CH:14]=[C:13]2[CH:15]([C:18]1[CH:23]=[CH:22][C:21]([S:24]([CH3:27])(=[O:26])=[O:25])=[CH:20][CH:19]=1)[O:16][CH3:17], predict the reactants needed to synthesize it. The reactants are: C[O:2][C:3](=[O:29])[CH2:4][C:5]1[CH:14]=[C:13]([CH:15]([C:18]2[CH:23]=[CH:22][C:21]([S:24]([CH3:27])(=[O:26])=[O:25])=[CH:20][CH:19]=2)[O:16][CH3:17])[C:12]2[C:7](=[CH:8][CH:9]=[C:10]([F:28])[CH:11]=2)[CH:6]=1. (7) Given the product [CH2:39]([N:19]1[CH2:16][CH2:17][N:10]2[C:8](=[O:9])[C:7]3[NH:6][N:5]=[C:4]([CH:11]([CH3:12])[CH3:15])[C:3]=3[N:2]=[C:21]2[CH:20]1[CH3:24])[C:38]1[CH:41]=[CH:42][CH:35]=[CH:36][CH:37]=1, predict the reactants needed to synthesize it. The reactants are: [123I-].[NH2:2][C:3]1[C:4]([CH:11]2[CH2:15]CC[CH2:12]2)=[N:5][NH:6][C:7]=1[C:8]([NH2:10])=[O:9].[C:16]([NH:19][CH:20]([CH3:24])[C:21](O)=O)(=O)[CH3:17].C(NCC(O)=O)(=O)C.CO[C:35]1[CH:42]=[CH:41][C:38]([CH:39]=O)=[CH:37][CH:36]=1. (8) Given the product [CH3:13][N:11]1[CH:12]=[C:8]([N:5]2[CH:6]=[CH:7][C:2](=[O:1])[C:3]([NH:26][C:29](=[O:38])[O:23][C:19]([CH3:22])([CH3:21])[CH3:20])=[N:4]2)[CH:9]=[N:10]1, predict the reactants needed to synthesize it. The reactants are: [O:1]=[C:2]1[CH:7]=[CH:6][N:5]([C:8]2[CH:9]=[N:10][N:11]([CH:13](C)C)[CH:12]=2)[N:4]=[C:3]1C(O)=O.[C:19]([OH:23])([CH3:22])([CH3:21])[CH3:20].C([N:26]([CH2:29]C)CC)C.C1C=CC(P(N=[N+]=[N-])(C2C=CC=CC=2)=[O:38])=CC=1. (9) The reactants are: [Cl:1][C:2]1[CH:7]=[CH:6][CH:5]=[C:4]([Cl:8])[C:3]=1[CH2:9][S:10]([C:13]1[CH:14]=[C:15]2[C:19](=[CH:20][CH:21]=1)[NH:18][C:17](=[O:22])[CH2:16]2)(=[O:12])=[O:11].[CH:23]([C:25]1[NH:29][C:28]([CH3:30])=[C:27]([C:31]([OH:33])=[O:32])[C:26]=1[CH3:34])=O. Given the product [Cl:8][C:4]1[CH:5]=[CH:6][CH:7]=[C:2]([Cl:1])[C:3]=1[CH2:9][S:10]([C:13]1[CH:14]=[C:15]2[C:19](=[CH:20][CH:21]=1)[NH:18][C:17](=[O:22])/[C:16]/2=[CH:23]\[C:25]1[NH:29][C:28]([CH3:30])=[C:27]([C:31]([OH:33])=[O:32])[C:26]=1[CH3:34])(=[O:12])=[O:11], predict the reactants needed to synthesize it. (10) Given the product [C:30]([CH2:33][N:34]([CH2:35][C:36]([OH:38])=[O:37])[CH2:28][C:13]1[C:14]([C:22]2[CH:27]=[CH:26][CH:25]=[CH:24][CH:23]=2)=[N:15][C:16]2[C:21]([C:12]=1[C:10](=[O:11])[NH:9][C@H:7]([CH:1]1[CH2:6][CH2:5][CH2:4][CH2:3][CH2:2]1)[CH3:8])=[CH:20][CH:19]=[CH:18][CH:17]=2)([OH:32])=[O:31], predict the reactants needed to synthesize it. The reactants are: [CH:1]1([C@@H:7]([NH:9][C:10]([C:12]2[C:21]3[C:16](=[CH:17][CH:18]=[CH:19][CH:20]=3)[N:15]=[C:14]([C:22]3[CH:27]=[CH:26][CH:25]=[CH:24][CH:23]=3)[C:13]=2[CH2:28]Br)=[O:11])[CH3:8])[CH2:6][CH2:5][CH2:4][CH2:3][CH2:2]1.[C:30]([CH2:33][NH:34][CH2:35][C:36]([OH:38])=[O:37])([OH:32])=[O:31].C(N(C(C)C)C(C)C)C.